This data is from Forward reaction prediction with 1.9M reactions from USPTO patents (1976-2016). The task is: Predict the product of the given reaction. (1) The product is: [CH2:1]([C:3]1[N:4]([CH2:16][CH2:17][CH2:18][CH2:19][N:20]([CH:21]2[CH2:25][CH2:24][S:23][CH2:22]2)[C:33](=[O:35])[CH3:34])[C:5]2[C:14]3[CH:13]=[CH:12][CH:11]=[CH:10][C:9]=3[N:8]=[CH:7][C:6]=2[N:15]=1)[CH3:2]. Given the reactants [CH2:1]([C:3]1[N:4]([CH2:16][CH2:17][CH2:18][CH2:19][NH:20][CH:21]2[CH2:25][CH2:24][S:23][CH2:22]2)[C:5]2[C:14]3[CH:13]=[CH:12][CH:11]=[CH:10][C:9]=3[N:8]=[CH:7][C:6]=2[N:15]=1)[CH3:2].C(N(CC)CC)C.[C:33](OC(=O)C)(=[O:35])[CH3:34], predict the reaction product. (2) The product is: [Br:1][CH2:2][C:3]([C:5]1[CH:10]=[CH:9][C:8]([NH:11][C:12](=[O:15])[O:13][CH3:14])=[CH:7][C:6]=1[O:16][CH2:17][CH2:18][CH2:19][CH:20]=[CH2:22])=[O:4]. Given the reactants [Br:1][CH2:2][C:3]([C:5]1[CH:10]=[CH:9][C:8]([NH:11][C:12](=[O:15])[O:13][CH3:14])=[CH:7][C:6]=1[O:16][CH2:17][CH2:18][CH:19]=[CH2:20])=[O:4].Br[CH2:22]CCC=C, predict the reaction product. (3) Given the reactants [C:1]1([NH:7][C:8]([C:10]2[N:11]=[C:12]3[CH:17]=[CH:16][C:15]([C:18]#[N:19])=[CH:14][N:13]3[CH:20]=2)=[O:9])[CH:6]=[CH:5][CH:4]=[CH:3][CH:2]=1.CN(C=O)C.[ClH:26].[CH2:27]([OH:29])[CH3:28], predict the reaction product. The product is: [ClH:26].[C:1]1([NH:7][C:8]([C:10]2[N:11]=[C:12]3[CH:17]=[CH:16][C:15]([C:18](=[NH:19])[O:29][CH2:27][CH3:28])=[CH:14][N:13]3[CH:20]=2)=[O:9])[CH:6]=[CH:5][CH:4]=[CH:3][CH:2]=1. (4) Given the reactants [NH2:1][CH2:2][CH2:3][N:4]1[CH:8]=[CH:7][C:6]([C:9]2[CH:14]=[CH:13][C:12]([O:15][CH3:16])=[CH:11][CH:10]=2)=[C:5]1[C:17]1[CH:24]=[CH:23][C:20]([C:21]#[N:22])=[CH:19][C:18]=1[CH3:25].N1C=CC=CC=1.[F:32][C:33]([F:46])([F:45])[S:34](O[S:34]([C:33]([F:46])([F:45])[F:32])(=[O:36])=[O:35])(=[O:36])=[O:35], predict the reaction product. The product is: [C:21]([C:20]1[CH:23]=[CH:24][C:17]([C:5]2[N:4]([CH2:3][CH2:2][NH:1][S:34]([C:33]([F:46])([F:45])[F:32])(=[O:36])=[O:35])[CH:8]=[CH:7][C:6]=2[C:9]2[CH:10]=[CH:11][C:12]([O:15][CH3:16])=[CH:13][CH:14]=2)=[C:18]([CH3:25])[CH:19]=1)#[N:22]. (5) Given the reactants I[C:2]1[CH:8]=[CH:7][C:5]([NH2:6])=[CH:4][CH:3]=1.[Br:9][C:10]1[CH:11]=[C:12](B(O)O)[CH:13]=[CH:14][CH:15]=1.C(=O)([O-])[O-].[Na+].[Na+], predict the reaction product. The product is: [Br:9][C:10]1[CH:15]=[C:14]([C:2]2[CH:8]=[CH:7][C:5]([NH2:6])=[CH:4][CH:3]=2)[CH:13]=[CH:12][CH:11]=1. (6) Given the reactants [CH:1]1([C@H:5]([NH:7][C:8]2[N:16]=[C:15]([C:17]#[N:18])[N:14]=[C:13]3[C:9]=2[N:10]([CH2:28][C@H:29]2[CH2:34][CH2:33][C@H:32]([CH3:35])[CH2:31][CH2:30]2)[C:11]([C:19](O)([C:21]2[CH:26]=[CH:25][CH:24]=[CH:23][N:22]=2)[CH3:20])=[N:12]3)[CH3:6])[CH2:4][CH2:3][CH2:2]1.O=S(Cl)[Cl:38], predict the reaction product. The product is: [Cl:38][C:19]([C:11]1[N:10]([CH2:28][C@H:29]2[CH2:34][CH2:33][C@H:32]([CH3:35])[CH2:31][CH2:30]2)[C:9]2[C:13](=[N:14][C:15]([C:17]#[N:18])=[N:16][C:8]=2[NH:7][C@@H:5]([CH:1]2[CH2:2][CH2:3][CH2:4]2)[CH3:6])[N:12]=1)([C:21]1[CH:26]=[CH:25][CH:24]=[CH:23][N:22]=1)[CH3:20]. (7) The product is: [OH:1][CH:2]1[CH2:3][N:4]([C:6]([N:8]2[CH2:13][CH:12]([C:14]3[CH:19]=[CH:18][C:17]([O:20][C:21]([F:23])([F:22])[F:24])=[CH:16][CH:15]=3)[CH2:11][CH:10]([C:25]3[O:26][N:35]=[C:30]([CH2:31][CH2:32][O:33][CH3:34])[N:29]=3)[CH2:9]2)=[O:7])[CH2:5]1. Given the reactants [OH:1][CH:2]1[CH2:5][N:4]([C:6]([N:8]2[CH2:13][CH:12]([C:14]3[CH:19]=[CH:18][C:17]([O:20][C:21]([F:24])([F:23])[F:22])=[CH:16][CH:15]=3)[CH2:11][CH:10]([C:25](O)=[O:26])[CH2:9]2)=[O:7])[CH2:3]1.O[NH:29][C:30](=[NH:35])[CH2:31][CH2:32][O:33][CH3:34], predict the reaction product.